Predict which catalyst facilitates the given reaction. From a dataset of Catalyst prediction with 721,799 reactions and 888 catalyst types from USPTO. (1) Reactant: [Cl:1][C:2]1[CH:34]=[CH:33][C:5]([CH2:6][C@H:7]([C:9]([N:11]2[CH:16]3[CH2:17][CH2:18][CH:12]2[CH2:13][CH:14]([N:19]([CH:27]2[CH2:32][CH2:31][CH2:30][CH2:29][CH2:28]2)[C:20]([N:22]([CH2:25][CH3:26])[CH2:23][CH3:24])=[O:21])[CH2:15]3)=[O:10])[NH2:8])=[CH:4][CH:3]=1.O=[CH:36][CH2:37][NH:38][C:39](=[O:45])[O:40][C:41]([CH3:44])([CH3:43])[CH3:42].C(O[BH-](OC(=O)C)OC(=O)C)(=O)C.[Na+]. Product: [Cl:1][C:2]1[CH:3]=[CH:4][C:5]([CH2:6][C@@H:7]([NH:8][CH2:36][CH2:37][NH:38][C:39](=[O:45])[O:40][C:41]([CH3:44])([CH3:43])[CH3:42])[C:9]([N:11]2[CH:16]3[CH2:17][CH2:18][CH:12]2[CH2:13][CH:14]([N:19]([CH:27]2[CH2:28][CH2:29][CH2:30][CH2:31][CH2:32]2)[C:20]([N:22]([CH2:23][CH3:24])[CH2:25][CH3:26])=[O:21])[CH2:15]3)=[O:10])=[CH:33][CH:34]=1. The catalyst class is: 4. (2) Reactant: C[O:2][C:3](=[O:39])[C:4]1[CH:9]=[CH:8][C:7]([C:10]2[C:14]([C:15](=[O:26])[C:16]3[CH:21]=[CH:20][C:19]([C:22]([CH3:25])([CH3:24])[CH3:23])=[CH:18][CH:17]=3)=[C:13]([C:27]3[CH:32]=[CH:31][C:30]([CH:33]4[CH2:38][CH2:37][CH2:36][CH2:35][CH2:34]4)=[CH:29][CH:28]=3)[O:12][N:11]=2)=[CH:6][CH:5]=1. Product: [C:22]([C:19]1[CH:20]=[CH:21][C:16]([C:15]([C:14]2[C:10]([C:7]3[CH:6]=[CH:5][C:4]([C:3]([OH:39])=[O:2])=[CH:9][CH:8]=3)=[N:11][O:12][C:13]=2[C:27]2[CH:32]=[CH:31][C:30]([CH:33]3[CH2:34][CH2:35][CH2:36][CH2:37][CH2:38]3)=[CH:29][CH:28]=2)=[O:26])=[CH:17][CH:18]=1)([CH3:25])([CH3:23])[CH3:24]. The catalyst class is: 494. (3) Reactant: C(=O)([O-])[O-].[K+].[K+].[F:7][C:8]1[CH:13]=[C:12](F)[C:11]([F:15])=[CH:10][C:9]=1[N+:16]([O-:18])=[O:17].[CH2:19]([OH:26])[C:20]1[CH:25]=[CH:24][CH:23]=[CH:22][CH:21]=1.O. Product: [CH2:19]([O:26][C:12]1[CH:13]=[C:8]([F:7])[C:9]([N+:16]([O-:18])=[O:17])=[CH:10][C:11]=1[F:15])[C:20]1[CH:25]=[CH:24][CH:23]=[CH:22][CH:21]=1. The catalyst class is: 9. (4) Reactant: [NH2:1][C:2]1[C:3]([C:19]([NH:21][C:22]2[CH:23]=[N:24][CH:25]=[CH:26][C:27]=2[N:28]2[CH2:33][C@H:32]([C:34]([F:37])([F:36])[F:35])[CH2:31][C@H:30]([NH:38]C(=O)OC(C)(C)C)[CH2:29]2)=[O:20])=[N:4][C:5]2[C:10]([CH:11]=1)=[CH:9][CH:8]=[C:7]([CH:12]1[CH2:17][CH2:16][N:15]([CH3:18])[CH2:14][CH2:13]1)[CH:6]=2.Cl. Product: [NH2:1][C:2]1[C:3]([C:19]([NH:21][C:22]2[CH:23]=[N:24][CH:25]=[CH:26][C:27]=2[N:28]2[CH2:33][C@H:32]([C:34]([F:37])([F:36])[F:35])[CH2:31][C@H:30]([NH2:38])[CH2:29]2)=[O:20])=[N:4][C:5]2[C:10]([CH:11]=1)=[CH:9][CH:8]=[C:7]([CH:12]1[CH2:17][CH2:16][N:15]([CH3:18])[CH2:14][CH2:13]1)[CH:6]=2. The catalyst class is: 169.